This data is from Full USPTO retrosynthesis dataset with 1.9M reactions from patents (1976-2016). The task is: Predict the reactants needed to synthesize the given product. (1) Given the product [NH2:12][C:9]1[CH:10]=[CH:11][C:4]2[O:3][C:2]([CH3:1])([CH3:15])[CH:7]=[CH:6][C:5]=2[CH:8]=1, predict the reactants needed to synthesize it. The reactants are: [CH3:1][C:2]1([CH3:15])[CH:7]=[CH:6][C:5]2[CH:8]=[C:9]([N+:12]([O-])=O)[CH:10]=[CH:11][C:4]=2[O:3]1.Cl.[OH-].[Na+]. (2) Given the product [CH2:28]([O:30][C:31]1[CH:36]=[C:35]([CH2:37][N:17]2[CH2:18][C:15]3([CH2:26][C:12]([N:9]4[CH2:8][CH2:7][C:6]([CH3:27])([C:4]([O:3][CH2:1][CH3:2])=[O:5])[CH2:11][CH2:10]4)=[N:13][O:14]3)[CH2:16]2)[CH:34]=[C:33]([O:39][CH3:40])[C:32]=1[C:41]1[CH:42]=[CH:43][C:44]([F:47])=[CH:45][CH:46]=1)[CH3:29], predict the reactants needed to synthesize it. The reactants are: [CH2:1]([O:3][C:4]([C:6]1([CH3:27])[CH2:11][CH2:10][N:9]([C:12]2[CH2:26][C:15]3([CH2:18][N:17](C(OC(C)(C)C)=O)[CH2:16]3)[O:14][N:13]=2)[CH2:8][CH2:7]1)=[O:5])[CH3:2].[CH2:28]([O:30][C:31]1[CH:36]=[C:35]([CH:37]=O)[CH:34]=[C:33]([O:39][CH3:40])[C:32]=1[C:41]1[CH:46]=[CH:45][C:44]([F:47])=[CH:43][CH:42]=1)[CH3:29]. (3) Given the product [F:53][C:50]([F:51])([F:52])[C:48]1[CH:47]=[C:46]([S:54]([O-:57])(=[O:56])=[O:55])[CH:45]=[C:44]([C:43]([F:59])([F:42])[F:58])[CH:49]=1.[C:18]1([CH3:39])[CH:23]=[CH:22][CH:21]=[CH:20][C:19]=1[S+:24]1[C:25]2[C:30](=[CH:29][CH:28]=[CH:27][CH:26]=2)[C:31](=[O:38])[C:32]2[CH:33]=[CH:34][CH:35]=[CH:36][C:37]1=2, predict the reactants needed to synthesize it. The reactants are: FC(F)(F)C(F)(F)C(F)(F)C(F)(F)S([O-])(=O)=O.[C:18]1([CH3:39])[CH:23]=[CH:22][CH:21]=[CH:20][C:19]=1[S+:24]1[C:37]2[C:32](=[CH:33][CH:34]=[CH:35][CH:36]=2)[C:31](=[O:38])[C:30]2[CH:29]=[CH:28][CH:27]=[CH:26][C:25]1=2.[OH-].[Na+].[F:42][C:43]([F:59])([F:58])[C:44]1[CH:45]=[C:46]([S:54]([OH:57])(=[O:56])=[O:55])[CH:47]=[C:48]([C:50]([F:53])([F:52])[F:51])[CH:49]=1.